Dataset: Forward reaction prediction with 1.9M reactions from USPTO patents (1976-2016). Task: Predict the product of the given reaction. (1) Given the reactants [ClH:1].[CH:2]([N:5]1[C:14]2[C:9](=[C:10]([CH3:15])[CH:11]=[CH:12][CH:13]=2)[CH:8]=[C:7]([C:16]([NH:18][CH2:19][CH:20]2[CH2:25][CH2:24][N:23]([CH:26]([CH3:30])[C:27]([OH:29])=O)[CH2:22][CH2:21]2)=[O:17])[C:6]1=[O:31])([CH3:4])[CH3:3].[NH:32]1[CH2:37][CH2:36][O:35][CH2:34][CH2:33]1.C(N(C(C)C)CC)(C)C.CN(C(ON1N=NC2C=CC=CC1=2)=[N+](C)C)C.F[P-](F)(F)(F)(F)F.C(=O)([O-])O.[Na+], predict the reaction product. The product is: [ClH:1].[CH:2]([N:5]1[C:14]2[C:9](=[C:10]([CH3:15])[CH:11]=[CH:12][CH:13]=2)[CH:8]=[C:7]([C:16]([NH:18][CH2:19][CH:20]2[CH2:21][CH2:22][N:23]([CH:26]([CH3:30])[C:27]([N:32]3[CH2:37][CH2:36][O:35][CH2:34][CH2:33]3)=[O:29])[CH2:24][CH2:25]2)=[O:17])[C:6]1=[O:31])([CH3:4])[CH3:3]. (2) Given the reactants [N+:1]([O-:4])(O)=[O:2].[Cl:5][C:6]1[CH:7]=[C:8]2[C:13](=[CH:14][CH:15]=1)[N:12]=[CH:11][CH:10]=[CH:9]2, predict the reaction product. The product is: [Cl:5][C:6]1[C:7]([N+:1]([O-:4])=[O:2])=[C:8]2[C:13](=[CH:14][CH:15]=1)[N:12]=[CH:11][CH:10]=[CH:9]2.